This data is from Catalyst prediction with 721,799 reactions and 888 catalyst types from USPTO. The task is: Predict which catalyst facilitates the given reaction. (1) Reactant: [F:1][C:2]1[CH:7]=[CH:6][C:5]([C:8]2[C:9]3[N:10]([CH:22]=[N:23][N:24]=3)[C:11](SC)=[N:12][C:13]=2[C:14]2[CH:19]=[CH:18][N:17]=[CH:16][CH:15]=2)=[CH:4][CH:3]=1.C(=O)([O-])[O-].[K+].[K+].[C:31]1([CH2:37][C@H:38]([NH2:41])[CH2:39][NH2:40])[CH:36]=[CH:35][CH:34]=[CH:33][CH:32]=1.O. Product: [F:1][C:2]1[CH:7]=[CH:6][C:5]([C:8]2[C:9]3[N:10]([CH:22]=[N:23][N:24]=3)[C:11]([NH:40][CH2:39][C@@H:38]([NH2:41])[CH2:37][C:31]3[CH:32]=[CH:33][CH:34]=[CH:35][CH:36]=3)=[N:12][C:13]=2[C:14]2[CH:19]=[CH:18][N:17]=[CH:16][CH:15]=2)=[CH:4][CH:3]=1. The catalyst class is: 3. (2) Reactant: [N:1]([C@@H:4]([C@@H:13]([OH:30])[C@@H:14]([NH:22][C:23]([O:25][C:26]([CH3:29])([CH3:28])[CH3:27])=[O:24])[CH2:15][C:16]1[CH:21]=[CH:20][CH:19]=[CH:18][CH:17]=1)[C:5]([NH:7][CH:8]([CH3:12])[CH2:9][CH2:10][CH3:11])=[O:6])=[N+]=[N-]. Product: [NH2:1][C@@H:4]([C@@H:13]([OH:30])[C@@H:14]([NH:22][C:23]([O:25][C:26]([CH3:27])([CH3:29])[CH3:28])=[O:24])[CH2:15][C:16]1[CH:21]=[CH:20][CH:19]=[CH:18][CH:17]=1)[C:5]([NH:7][CH:8]([CH3:12])[CH2:9][CH2:10][CH3:11])=[O:6]. The catalyst class is: 5. (3) Reactant: [CH3:1][C:2]1[O:6][N:5]=[C:4]([C:7]2[CH:12]=[CH:11][CH:10]=[CH:9][CH:8]=2)[C:3]=1[C:13]1[N:14]=[CH:15][N:16]([C:18]2[CH:23]=[CH:22][C:21]([C:24]([F:27])([F:26])[F:25])=[CH:20][CH:19]=2)[CH:17]=1.[Li]CCCC.Cl[C:34]([O:36][CH2:37][CH3:38])=[O:35].O. Product: [CH2:37]([O:36][C:34]([C:15]1[N:16]([C:18]2[CH:19]=[CH:20][C:21]([C:24]([F:27])([F:25])[F:26])=[CH:22][CH:23]=2)[CH:17]=[C:13]([C:3]2[C:4]([C:7]3[CH:12]=[CH:11][CH:10]=[CH:9][CH:8]=3)=[N:5][O:6][C:2]=2[CH3:1])[N:14]=1)=[O:35])[CH3:38]. The catalyst class is: 1. (4) Reactant: [F:1][C:2]1[C:7]2[N:8]=[CH:9][O:10][C:6]=2[CH:5]=[C:4]([C:11]([NH:13][O:14][CH2:15][CH2:16][O:17]C=C)=[O:12])[C:3]=1[NH:20][C:21]1[CH:26]=[CH:25][C:24]([I:27])=[CH:23][C:22]=1[F:28].Cl.C([O-])(O)=O.[Na+]. Product: [F:1][C:2]1[C:7]2[N:8]=[CH:9][O:10][C:6]=2[CH:5]=[C:4]([C:11]([NH:13][O:14][CH2:15][CH2:16][OH:17])=[O:12])[C:3]=1[NH:20][C:21]1[CH:26]=[CH:25][C:24]([I:27])=[CH:23][C:22]=1[F:28]. The catalyst class is: 2. (5) Reactant: [NH2:1][C:2]1[C:6]2[CH:7]=[N:8][CH:9]=[CH:10][C:5]=2[O:4][C:3]=1[C:11]([O:13][CH2:14][CH3:15])=[O:12].[I:16][C:17]1[CH:22]=[CH:21][C:20](I)=[CH:19][CH:18]=1.CC1(C)C2C(=C(P(C3C=CC=CC=3)C3C=CC=CC=3)C=CC=2)OC2C(P(C3C=CC=CC=3)C3C=CC=CC=3)=CC=CC1=2.P([O-])([O-])([O-])=O.[K+].[K+].[K+].[Cl-].[NH4+]. Product: [I:16][C:17]1[CH:22]=[CH:21][C:20]([NH:1][C:2]2[C:6]3[CH:7]=[N:8][CH:9]=[CH:10][C:5]=3[O:4][C:3]=2[C:11]([O:13][CH2:14][CH3:15])=[O:12])=[CH:19][CH:18]=1. The catalyst class is: 101. (6) Reactant: [N:1]([CH2:4][CH:5]1[CH2:10][CH2:9][CH:8]([O:11][C:12]2[CH:17]=[CH:16][C:15]([F:18])=[CH:14][CH:13]=2)[CH2:7][CH2:6]1)=[N+]=[N-]. Product: [F:18][C:15]1[CH:16]=[CH:17][C:12]([O:11][CH:8]2[CH2:7][CH2:6][CH:5]([CH2:4][NH2:1])[CH2:10][CH2:9]2)=[CH:13][CH:14]=1. The catalyst class is: 19. (7) Reactant: [F:1][C:2]1[CH:7]=[C:6]([F:8])[CH:5]=[CH:4][C:3]=1[C:9]1[O:10][C:11]2[CH:21]=[C:20]([N:22]([CH3:27])[S:23]([CH3:26])(=[O:25])=[O:24])[C:19](B3OC(C)(C)C(C)(C)O3)=[CH:18][C:12]=2[C:13]=1[C:14]([NH:16][CH3:17])=[O:15].Cl[C:38]1[CH:39]=[CH:40][C:41]2[N:42]=[CH:43][N:44]3[C:52]4[CH:51]=[CH:50][CH:49]=[C:48]([F:53])[C:47]=4[CH:46]=[C:45]3[C:54]=2[N:55]=1.C([O-])([O-])=O.[Cs+].[Cs+]. Product: [F:1][C:2]1[CH:7]=[C:6]([F:8])[CH:5]=[CH:4][C:3]=1[C:9]1[O:10][C:11]2[CH:21]=[C:20]([N:22]([CH3:27])[S:23]([CH3:26])(=[O:25])=[O:24])[C:19]([C:38]3[CH:39]=[CH:40][C:41]4[N:42]=[CH:43][N:44]5[C:52]6[CH:51]=[CH:50][CH:49]=[C:48]([F:53])[C:47]=6[CH:46]=[C:45]5[C:54]=4[N:55]=3)=[CH:18][C:12]=2[C:13]=1[C:14]([NH:16][CH3:17])=[O:15]. The catalyst class is: 38.